This data is from NCI-60 drug combinations with 297,098 pairs across 59 cell lines. The task is: Regression. Given two drug SMILES strings and cell line genomic features, predict the synergy score measuring deviation from expected non-interaction effect. (1) Drug 1: C1CC(C1)(C2=CC=C(C=C2)C3=C(C=C4C(=N3)C=CN5C4=NNC5=O)C6=CC=CC=C6)N. Drug 2: CN1C=C(C=N1)C2=C3N=C(C(=C(N3N=C2)N)Br)C4CCCNC4. Cell line: SK-OV-3. Synergy scores: CSS=55.6, Synergy_ZIP=0.165, Synergy_Bliss=-0.907, Synergy_Loewe=-0.779, Synergy_HSA=2.55. (2) Drug 1: C1=CC(=CC=C1CCCC(=O)O)N(CCCl)CCCl. Drug 2: C1=CN(C(=O)N=C1N)C2C(C(C(O2)CO)O)O.Cl. Cell line: HT29. Synergy scores: CSS=44.3, Synergy_ZIP=0.415, Synergy_Bliss=-0.506, Synergy_Loewe=-26.2, Synergy_HSA=2.27. (3) Drug 2: CN1C(=O)N2C=NC(=C2N=N1)C(=O)N. Synergy scores: CSS=-2.33, Synergy_ZIP=0.544, Synergy_Bliss=-4.63, Synergy_Loewe=-10.7, Synergy_HSA=-8.45. Drug 1: CS(=O)(=O)C1=CC(=C(C=C1)C(=O)NC2=CC(=C(C=C2)Cl)C3=CC=CC=N3)Cl. Cell line: OVCAR-4.